From a dataset of Forward reaction prediction with 1.9M reactions from USPTO patents (1976-2016). Predict the product of the given reaction. (1) Given the reactants [F:1][C:2]1[CH:3]=[C:4]2[C:8](=[CH:9][CH:10]=1)[N:7]([CH2:11][C:12]([O:14]C)=[O:13])[C:6]([CH3:16])=[C:5]2[CH2:17][C:18]1[CH:23]=[CH:22][C:21](=[O:24])[NH:20][N:19]=1.[F:25][C:26]([F:35])([F:34])[C:27]1([C:30]([F:33])([F:32])[F:31])[CH2:29][O:28]1, predict the reaction product. The product is: [F:1][C:2]1[CH:3]=[C:4]2[C:8](=[CH:9][CH:10]=1)[N:7]([CH2:11][C:12]([OH:14])=[O:13])[C:6]([CH3:16])=[C:5]2[CH2:17][C:18]1[CH:23]=[CH:22][C:21](=[O:24])[N:20]([CH2:29][C:27]([OH:28])([C:26]([F:25])([F:34])[F:35])[C:30]([F:33])([F:32])[F:31])[N:19]=1. (2) Given the reactants [OH:1][CH2:2][C@H:3]1[CH2:22][N:7]2[CH2:8][CH2:9][N:10]([C:12]3[CH:17]=[CH:16][C:15]([F:18])=[CH:14][C:13]=3[N+:19]([O-])=O)[CH2:11][C@@H:6]2[CH2:5][CH2:4]1.[H][H], predict the reaction product. The product is: [OH:1][CH2:2][C@H:3]1[CH2:22][N:7]2[CH2:8][CH2:9][N:10]([C:12]3[CH:17]=[CH:16][C:15]([F:18])=[CH:14][C:13]=3[NH2:19])[CH2:11][C@@H:6]2[CH2:5][CH2:4]1. (3) Given the reactants Cl.[Br:2][C:3]1[CH:8]=[C:7]([CH3:9])[C:6]([NH:10][NH2:11])=[C:5]([CH3:12])[CH:4]=1.[Br:13][C:14]1[CH:15]=[C:16]([CH:27]=[CH:28][CH:29]=1)[C:17]([N:19]=[C:20](OCC)[CH2:21][CH2:22][CH3:23])=O.C([O-])(=O)C.[Na+].C(O)(=O)C, predict the reaction product. The product is: [Br:2][C:3]1[CH:4]=[C:5]([CH3:12])[C:6]([N:10]2[C:17]([C:16]3[CH:27]=[CH:28][CH:29]=[C:14]([Br:13])[CH:15]=3)=[N:19][C:20]([CH2:21][CH2:22][CH3:23])=[N:11]2)=[C:7]([CH3:9])[CH:8]=1. (4) Given the reactants [OH:1][C:2]1[CH:3]=[C:4]2[C:9](=[CH:10][CH:11]=1)[C:8](=[O:12])[CH2:7][CH2:6][CH2:5]2.Br[CH2:14][CH:15]1[CH2:17][CH2:16]1.C([O-])([O-])=O.[K+].[K+], predict the reaction product. The product is: [CH:15]1([CH2:14][O:1][C:2]2[CH:3]=[C:4]3[C:9](=[CH:10][CH:11]=2)[C:8](=[O:12])[CH2:7][CH2:6][CH2:5]3)[CH2:17][CH2:16]1. (5) Given the reactants [Cl:1][C:2]1[CH:7]=[CH:6][C:5]([CH:8]([CH2:26][CH:27]=[CH2:28])[CH:9]([C:13]2[CH:25]=[CH:24][C:16]([C:17]([O:19]CCCC)=[O:18])=[CH:15][CH:14]=2)[CH2:10][CH2:11][CH3:12])=[CH:4][CH:3]=1.O.[OH-].[Li+], predict the reaction product. The product is: [Cl:1][C:2]1[CH:7]=[CH:6][C:5]([C@H:8]([CH2:26][CH:27]=[CH2:28])[C@@H:9]([C:13]2[CH:14]=[CH:15][C:16]([C:17]([OH:19])=[O:18])=[CH:24][CH:25]=2)[CH2:10][CH2:11][CH3:12])=[CH:4][CH:3]=1. (6) Given the reactants Br[C:2]1[CH:7]=[CH:6][C:5]([C:8]2[N:17]([CH2:18][C@@H:19]3[CH2:23][CH2:22][N:21]([C:24]([CH:26]4[CH2:28][CH2:27]4)=[O:25])[CH2:20]3)[C:11]3=[N:12][CH:13]=[C:14]([Cl:16])[CH:15]=[C:10]3[N:9]=2)=[CH:4][CH:3]=1.CC1(C)C(C)(C)OB([C:37]2[CH:38]=[CH:39][C:40]3[O:44][CH:43]=[CH:42][C:41]=3[CH:45]=2)O1, predict the reaction product. The product is: [O:44]1[C:40]2[CH:39]=[CH:38][C:37]([C:2]3[CH:7]=[CH:6][C:5]([C:8]4[N:17]([CH2:18][C@@H:19]5[CH2:23][CH2:22][N:21]([C:24]([CH:26]6[CH2:27][CH2:28]6)=[O:25])[CH2:20]5)[C:11]5=[N:12][CH:13]=[C:14]([Cl:16])[CH:15]=[C:10]5[N:9]=4)=[CH:4][CH:3]=3)=[CH:45][C:41]=2[CH:42]=[CH:43]1. (7) Given the reactants [CH3:1][O:2][C:3]1[C:12]2[C:7](=[CH:8][CH:9]=[CH:10][CH:11]=2)[C:6]([O:13][CH3:14])=[C:5]([CH3:15])[C:4]=1[CH2:16][CH:17]=[C:18]([CH3:21])[CH2:19][OH:20].C1C=CC(N=NC2C=CC(N)=NC=2N)=CC=1.Cl.[Cr](O[Cr]([O-])(=O)=O)([O-])(=O)=O, predict the reaction product. The product is: [CH3:1][O:2][C:3]1[C:12]2[C:7](=[CH:8][CH:9]=[CH:10][CH:11]=2)[C:6]([O:13][CH3:14])=[C:5]([CH3:15])[C:4]=1[CH2:16][CH:17]=[C:18]([CH3:21])[CH:19]=[O:20]. (8) Given the reactants ClC1C=C(Cl)C=C(Cl)C=1[O:10][C:11](=O)[CH2:12][C:13](OC1C(Cl)=CC(Cl)=CC=1Cl)=[O:14].[NH2:26]/[C:27](/[CH3:34])=[CH:28]\[C:29]([O:31][CH2:32][CH3:33])=[O:30], predict the reaction product. The product is: [CH2:32]([O:31][C:29](=[O:30])[C:28]1[C:11]([OH:10])=[CH:12][C:13]([OH:14])=[N:26][C:27]=1[CH3:34])[CH3:33]. (9) The product is: [Br:19][CH2:2][C:1]([C:4]1[CH:9]=[CH:8][C:7]([S:10]([N:13]([CH2:42][O:43][CH3:44])[C:14]2[S:15][CH:16]=[CH:17][N:18]=2)(=[O:12])=[O:11])=[CH:6][CH:5]=1)=[O:3]. Given the reactants [C:1]([C:4]1[CH:9]=[CH:8][C:7]([S:10]([NH:13][C:14]2[S:15][CH:16]=[CH:17][N:18]=2)(=[O:12])=[O:11])=[CH:6][CH:5]=1)(=[O:3])[CH3:2].[Br-:19].[Br-].[Br-].[NH+]1C=CC=CC=1.[NH+]1C=CC=CC=1.[NH+]1C=CC=CC=1.C1[CH2:44][O:43][CH2:42]C1, predict the reaction product.